Dataset: Catalyst prediction with 721,799 reactions and 888 catalyst types from USPTO. Task: Predict which catalyst facilitates the given reaction. (1) Product: [NH2:4][C:7]1[CH:16]=[CH:15][C:10]([C:11]([O:13][CH3:14])=[O:12])=[C:9]([N:17]2[CH2:21][CH2:20][O:19][C:18]2=[O:22])[CH:8]=1. The catalyst class is: 186. Reactant: O.[Cl-].[NH4+].[N+:4]([C:7]1[CH:16]=[CH:15][C:10]([C:11]([O:13][CH3:14])=[O:12])=[C:9]([N:17]2[CH2:21][CH2:20][O:19][C:18]2=[O:22])[CH:8]=1)([O-])=O. (2) Reactant: [NH:1]1[CH2:9][CH2:8][CH2:7][CH:3]([C:4]([OH:6])=[O:5])[CH2:2]1.[CH:10](=O)[C:11]1[CH:16]=[CH:15][CH:14]=[CH:13][CH:12]=1. Product: [CH2:10]([N:1]1[CH2:9][CH2:8][CH2:7][CH:3]([C:4]([OH:6])=[O:5])[CH2:2]1)[C:11]1[CH:16]=[CH:15][CH:14]=[CH:13][CH:12]=1. The catalyst class is: 129. (3) Reactant: [F:1][C:2]1[CH:7]=[CH:6][C:5]([F:8])=[CH:4][C:3]=1[S:9]([N:12]([C:16]1[CH:21]=[CH:20][CH:19]=[C:18]([C:22]2[C:26]([C:27]3[CH:32]=[CH:31][N:30]=[CH:29][CH:28]=3)=[CH:25][N:24]([CH:33]3[CH2:38][CH2:37][NH:36][CH2:35][CH2:34]3)[N:23]=2)[C:17]=1[F:39])[CH2:13][O:14][CH3:15])(=[O:11])=[O:10].[C:40](Cl)(=[O:42])[CH3:41]. Product: [C:40]([N:36]1[CH2:35][CH2:34][CH:33]([N:24]2[CH:25]=[C:26]([C:27]3[CH:32]=[CH:31][N:30]=[CH:29][CH:28]=3)[C:22]([C:18]3[C:17]([F:39])=[C:16]([N:12]([CH2:13][O:14][CH3:15])[S:9]([C:3]4[CH:4]=[C:5]([F:8])[CH:6]=[CH:7][C:2]=4[F:1])(=[O:11])=[O:10])[CH:21]=[CH:20][CH:19]=3)=[N:23]2)[CH2:38][CH2:37]1)(=[O:42])[CH3:41]. The catalyst class is: 2. (4) Reactant: [Br:1][C:2]1[CH:3]=[C:4]([CH:11]2[CH2:14][CH2:13][CH2:12]2)[C:5]([OH:10])=[C:6]([CH:9]=1)[CH:7]=[O:8].[C:15](=O)([O-])[O-].[K+].[K+].COS(=O)(=O)OC. Product: [Br:1][C:2]1[CH:3]=[C:4]([CH:11]2[CH2:12][CH2:13][CH2:14]2)[C:5]([O:10][CH3:15])=[C:6]([CH:9]=1)[CH:7]=[O:8]. The catalyst class is: 9. (5) Reactant: C([O:9][C@:10]1([CH3:36])[C@@H:14]([F:15])[C@@H:13]([CH2:16][O:17][CH2:18][C:19]2[CH:24]=[CH:23][CH:22]=[CH:21][CH:20]=2)[O:12][C@H:11]1[N:25]1[CH:33]=[N:32][C:31]2[C:26]1=[N:27][C:28]([NH2:35])=[N:29][C:30]=2Cl)(=O)C1C=CC=CC=1.[CH3:37][O-:38].[Na+]. Product: [NH2:35][C:28]1[N:27]=[C:26]2[C:31]([N:32]=[CH:33][N:25]2[C@H:11]2[C@:10]([CH3:36])([OH:9])[C@@H:14]([F:15])[C@@H:13]([CH2:16][O:17][CH2:18][C:19]3[CH:24]=[CH:23][CH:22]=[CH:21][CH:20]=3)[O:12]2)=[C:30]([O:38][CH3:37])[N:29]=1. The catalyst class is: 5.